From a dataset of Full USPTO retrosynthesis dataset with 1.9M reactions from patents (1976-2016). Predict the reactants needed to synthesize the given product. (1) Given the product [Cl:19][C:16]1[CH:15]=[CH:14][C:13]([N:3]2[CH:2]=[C:10]3[C:5]([CH:6]=[C:7]([F:12])[C:8]([F:11])=[CH:9]3)=[N:4]2)=[CH:18][CH:17]=1, predict the reactants needed to synthesize it. The reactants are: Cl[C:2]1[N:3]([C:13]2[CH:18]=[CH:17][C:16]([Cl:19])=[CH:15][CH:14]=2)[N:4]=[C:5]2[C:10]=1[CH:9]=[C:8]([F:11])[C:7]([F:12])=[CH:6]2. (2) Given the product [F:14][C:15]1[CH:16]=[C:17]([C:2]2[C:3]3[CH2:10][C:9]([CH3:12])([CH3:11])[CH:8]([OH:13])[C:4]=3[CH:5]=[N:6][CH:7]=2)[CH:18]=[CH:19][C:20]=1[C:21]([F:22])([F:23])[F:24], predict the reactants needed to synthesize it. The reactants are: Br[C:2]1[C:3]2[CH2:10][C:9]([CH3:12])([CH3:11])[CH:8]([OH:13])[C:4]=2[CH:5]=[N:6][CH:7]=1.[F:14][C:15]1[CH:16]=[C:17](B(O)O)[CH:18]=[CH:19][C:20]=1[C:21]([F:24])([F:23])[F:22]. (3) Given the product [CH:14]1([CH2:17][NH:18][C:19](=[O:30])[NH:20][C:21]2[CH:22]=[CH:23][C:24]([C:25]([N:4]3[CH2:5][CH2:6][N:1]([C:7]([O:9][C:10]([CH3:13])([CH3:12])[CH3:11])=[O:8])[CH2:2][CH2:3]3)=[O:26])=[CH:28][CH:29]=2)[CH2:16][CH2:15]1, predict the reactants needed to synthesize it. The reactants are: [N:1]1([C:7]([O:9][C:10]([CH3:13])([CH3:12])[CH3:11])=[O:8])[CH2:6][CH2:5][NH:4][CH2:3][CH2:2]1.[CH:14]1([CH2:17][NH:18][C:19](=[O:30])[NH:20][C:21]2[CH:29]=[CH:28][C:24]([C:25](O)=[O:26])=[CH:23][CH:22]=2)[CH2:16][CH2:15]1.C(N(CC)CC)C.CCCP1(OP(CCC)(=O)OP(CCC)(=O)O1)=O.C(=O)([O-])O.[Na+]. (4) Given the product [CH:31]1([C:30]2[C:29]3[CH:28]=[CH:27][C:26]([C:37]([O:39][CH3:40])=[O:38])=[CH:25][C:24]=3[N:22]3[C:21]=2[C:20]2[CH:41]=[CH:42][CH:43]=[CH:44][C:19]=2[O:18][CH2:17][CH:16]([CH2:15][CH2:14][C:13]([OH:45])=[O:12])[CH2:23]3)[CH2:32][CH2:33][CH2:34][CH2:35][CH2:36]1, predict the reactants needed to synthesize it. The reactants are: C(O)(C(F)(F)F)=O.C([O:12][C:13](=[O:45])[CH2:14][CH2:15][CH:16]1[CH2:23][N:22]2[C:24]3[CH:25]=[C:26]([C:37]([O:39][CH3:40])=[O:38])[CH:27]=[CH:28][C:29]=3[C:30]([CH:31]3[CH2:36][CH2:35][CH2:34][CH2:33][CH2:32]3)=[C:21]2[C:20]2[CH:41]=[CH:42][CH:43]=[CH:44][C:19]=2[O:18][CH2:17]1)(C)(C)C. (5) Given the product [O:16]=[C:17]([C:19]1[N:23]([CH3:24])[N:22]=[C:21]([CH3:25])[C:20]=1[CH3:26])[CH:11]([C:8]1[CH:7]=[CH:6][C:5]([C:1]([CH3:4])([CH3:2])[CH3:3])=[CH:10][CH:9]=1)[C:12]#[N:13], predict the reactants needed to synthesize it. The reactants are: [C:1]([C:5]1[CH:10]=[CH:9][C:8]([CH2:11][C:12]#[N:13])=[CH:7][CH:6]=1)([CH3:4])([CH3:3])[CH3:2].C([O:16][C:17]([C:19]1[N:23]([CH3:24])[N:22]=[C:21]([CH3:25])[C:20]=1[CH3:26])=O)C.C(C1C=CC(C)=NC=1)C.CO.C[O-].[Na+]. (6) Given the product [CH2:28]([Sn:23]([CH2:19][CH2:20][CH2:21][CH3:22])([CH2:24][CH2:25][CH2:26][CH3:27])[C:2]#[C:3][C:4]1[O:5][C:6]([C:9]([CH3:12])([CH3:11])[CH3:10])=[CH:7][N:8]=1)[CH2:29][CH2:30][CH3:31], predict the reactants needed to synthesize it. The reactants are: Br[C:2](Br)=[CH:3][C:4]1[O:5][C:6]([C:9]([CH3:12])([CH3:11])[CH3:10])=[CH:7][N:8]=1.C([Li])CCC.[CH2:19]([Sn:23](Cl)([CH2:28][CH2:29][CH2:30][CH3:31])[CH2:24][CH2:25][CH2:26][CH3:27])[CH2:20][CH2:21][CH3:22].